The task is: Predict the reactants needed to synthesize the given product.. This data is from Full USPTO retrosynthesis dataset with 1.9M reactions from patents (1976-2016). (1) Given the product [CH3:9][N:10]1[C:19]2[C:14](=[CH:15][C:16]([CH3:20])=[CH:17][CH:18]=2)[C:13]([N:21]2[CH2:26][CH2:25][N:24]([C:6]([C:2]3[S:1][CH:5]=[CH:4][CH:3]=3)=[O:7])[CH2:23][CH2:22]2)=[C:12]([C:27]#[N:28])[C:11]1=[O:29], predict the reactants needed to synthesize it. The reactants are: [S:1]1[CH:5]=[CH:4][CH:3]=[C:2]1[C:6](Cl)=[O:7].[CH3:9][N:10]1[C:19]2[C:14](=[CH:15][C:16]([CH3:20])=[CH:17][CH:18]=2)[C:13]([N:21]2[CH2:26][CH2:25][NH:24][CH2:23][CH2:22]2)=[C:12]([C:27]#[N:28])[C:11]1=[O:29]. (2) The reactants are: [F:1][C:2]1[CH:3]=[CH:4][C:5](B2OC(C)(C)C(C)(C)O2)=[C:6]2[C:10]=1[C@H:9]([O:11][C:12]1[CH:25]=[CH:24][C:15]3[C@H:16]([CH2:19][C:20]([O:22][CH3:23])=[O:21])[CH2:17][O:18][C:14]=3[CH:13]=1)[CH2:8][CH2:7]2.Br[C:36]1[C:43]([CH3:44])=[CH:42][C:39]([C:40]#[N:41])=[CH:38][C:37]=1[CH3:45].[O-]P([O-])([O-])=O.[K+].[K+].[K+].C1(P(C2CCCCC2)C2C=CC=CC=2C2C(OC)=CC=CC=2OC)CCCCC1. Given the product [C:40]([C:39]1[CH:42]=[C:43]([CH3:44])[C:36]([C:5]2[CH:4]=[CH:3][C:2]([F:1])=[C:10]3[C:6]=2[CH2:7][CH2:8][C@H:9]3[O:11][C:12]2[CH:25]=[CH:24][C:15]3[C@H:16]([CH2:19][C:20]([O:22][CH3:23])=[O:21])[CH2:17][O:18][C:14]=3[CH:13]=2)=[C:37]([CH3:45])[CH:38]=1)#[N:41], predict the reactants needed to synthesize it. (3) Given the product [C:21]([NH:2][C:1]([C:3]1[CH:12]=[C:11]2[C:6]([CH2:7][CH2:8][CH:9]([C:13]([O:15][CH3:16])=[O:14])[CH2:10]2)=[CH:5][CH:4]=1)=[O:26])([CH3:24])([CH3:23])[CH3:22], predict the reactants needed to synthesize it. The reactants are: [C:1]([C:3]1[CH:12]=[C:11]2[C:6]([CH2:7][CH2:8][CH:9]([C:13]([O:15][CH3:16])=[O:14])[CH2:10]2)=[CH:5][CH:4]=1)#[N:2].C(O[C:21]([CH3:24])([CH3:23])[CH3:22])(=O)C.S(=O)(=O)(O)[OH:26].O.O.O.C([O-])(=O)C.[Na+].